Dataset: Forward reaction prediction with 1.9M reactions from USPTO patents (1976-2016). Task: Predict the product of the given reaction. (1) Given the reactants [C:1]([C:3]1[CH:4]=[C:5]([CH:32]=[CH:33][CH:34]=1)[CH2:6][N:7]1[CH2:31][CH2:30][C:10]2([N:14]([C:15]3[CH:20]=[CH:19][CH:18]=[C:17]([F:21])[CH:16]=3)[C:13](=[O:22])[N:12]=[C:11]2[NH:23][CH:24]2[CH2:29][CH2:28][CH2:27][CH2:26][CH2:25]2)[CH2:9][CH2:8]1)#[N:2], predict the reaction product. The product is: [NH2:2][CH2:1][C:3]1[CH:4]=[C:5]([CH:32]=[CH:33][CH:34]=1)[CH2:6][N:7]1[CH2:31][CH2:30][C:10]2([N:14]([C:15]3[CH:20]=[CH:19][CH:18]=[C:17]([F:21])[CH:16]=3)[C:13](=[O:22])[N:12]=[C:11]2[NH:23][CH:24]2[CH2:29][CH2:28][CH2:27][CH2:26][CH2:25]2)[CH2:9][CH2:8]1. (2) The product is: [CH3:7][C:8]1[N:22]=[C:11]2[CH:12]=[CH:13][CH:14]=[C:15]([CH:16]3[CH2:18][CH:17]3[CH2:19][NH2:20])[N:10]2[N:9]=1. Given the reactants [H-].[Al+3].[Li+].[H-].[H-].[H-].[CH3:7][C:8]1[N:22]=[C:11]2[CH:12]=[CH:13][CH:14]=[C:15]([CH:16]3[CH2:18][CH:17]3[CH:19]=[N:20]O)[N:10]2[N:9]=1.O.O.O.O.O.O.O.O.O.O.S([O-])([O-])(=O)=O.[Na+].[Na+], predict the reaction product. (3) Given the reactants [CH3:1][C:2]1[CH:13]=[C:5]2[CH:6]=[C:7]([C:10]([OH:12])=[O:11])[CH:8]=[CH:9][N:4]2[N:3]=1.S(=O)(=O)(O)O.[CH2:19](O)[CH3:20], predict the reaction product. The product is: [CH3:1][C:2]1[CH:13]=[C:5]2[CH:6]=[C:7]([C:10]([O:12][CH2:19][CH3:20])=[O:11])[CH:8]=[CH:9][N:4]2[N:3]=1.